Dataset: Forward reaction prediction with 1.9M reactions from USPTO patents (1976-2016). Task: Predict the product of the given reaction. (1) Given the reactants [CH3:1][O:2][CH2:3][C:4]1[CH:5]=[C:6]2[C:11](=[CH:12][CH:13]=1)[CH:10]([C:14]([O:16]CC)=[O:15])[N:9]([C:19]([O:21][C:22]([CH3:25])([CH3:24])[CH3:23])=[O:20])[CH2:8][CH2:7]2.C1COCC1.O.[OH-].[Li+], predict the reaction product. The product is: [C:22]([O:21][C:19]([N:9]1[CH2:8][CH2:7][C:6]2[C:11](=[CH:12][CH:13]=[C:4]([CH2:3][O:2][CH3:1])[CH:5]=2)[CH:10]1[C:14]([OH:16])=[O:15])=[O:20])([CH3:25])([CH3:23])[CH3:24]. (2) Given the reactants [NH2:1][CH2:2][CH2:3][C:4]#[N:5].C(N(CC)CC)C.FC(F)(F)S(O[Si:19]([CH3:22])([CH3:21])[CH3:20])(=O)=O, predict the reaction product. The product is: [CH3:20][Si:19]([N:5]([Si:19]([CH3:22])([CH3:21])[CH3:20])[CH2:4][CH2:3][C:2]#[N:1])([CH3:22])[CH3:21]. (3) Given the reactants [CH3:1][C:2]1[CH:3]=[CH:4][C:5]([NH:21][C:22]([C:24]2[CH:25]=[CH:26][C:27]([CH2:30][N:31]3[CH2:36][CH2:35][N:34]([CH3:37])[CH2:33][CH2:32]3)=[CH:28][CH:29]=2)=[O:23])=[CH:6][C:7]=1[NH:8][C:9]1[N:10]=[CH:11][CH:12]=[C:13]([C:15]2[CH:16]=[CH:17][CH:18]=[N:19][CH:20]=2)[N:14]=1.C1(C)C(C)=CC=CC=1.[CH:46]1[C:51](/[CH:52]=[CH:53]/[C:54]([OH:56])=[O:55])=[CH:50][CH:49]=[C:48]([OH:57])[CH:47]=1, predict the reaction product. The product is: [CH3:1][C:2]1[CH:3]=[CH:4][C:5]([NH:21][C:22]([C:24]2[CH:29]=[CH:28][C:27]([CH2:30][N:31]3[CH2:32][CH2:33][N:34]([CH3:37])[CH2:35][CH2:36]3)=[CH:26][CH:25]=2)=[O:23])=[CH:6][C:7]=1[NH:8][C:9]1[N:10]=[CH:11][CH:12]=[C:13]([C:15]2[CH:16]=[CH:17][CH:18]=[N:19][CH:20]=2)[N:14]=1.[CH:46]1[C:51](/[CH:52]=[CH:53]/[C:54]([OH:56])=[O:55])=[CH:50][CH:49]=[C:48]([OH:57])[CH:47]=1. (4) Given the reactants Br[C:2]1[CH:7]=[CH:6][CH:5]=[C:4]([N+:8]([O-:10])=[O:9])[C:3]=1[F:11].C([O-])(=O)C.[K+].[B:17]1([B:17]2[O:21][C:20]([CH3:23])([CH3:22])[C:19]([CH3:25])([CH3:24])[O:18]2)[O:21][C:20]([CH3:23])([CH3:22])[C:19]([CH3:25])([CH3:24])[O:18]1, predict the reaction product. The product is: [F:11][C:3]1[C:4]([N+:8]([O-:10])=[O:9])=[CH:5][CH:6]=[CH:7][C:2]=1[B:17]1[O:21][C:20]([CH3:23])([CH3:22])[C:19]([CH3:25])([CH3:24])[O:18]1.